From a dataset of Full USPTO retrosynthesis dataset with 1.9M reactions from patents (1976-2016). Predict the reactants needed to synthesize the given product. (1) Given the product [O:1]=[C:2]1[N:6]([C@H:7]([C:9]2[CH:14]=[CH:13][CH:12]=[CH:11][CH:10]=2)[CH3:8])[CH2:5][C@@H:4]([C:15]([O:17][CH3:18])=[O:16])[CH2:3]1, predict the reactants needed to synthesize it. The reactants are: [O:1]=[C:2]1[N:6]([C@H:7]([C:9]2[CH:14]=[CH:13][CH:12]=[CH:11][CH:10]=2)[CH3:8])[CH2:5][C@@H:4]([C:15]([OH:17])=[O:16])[CH2:3]1.[CH3:18]O.Cl. (2) Given the product [F:29][C:23]1[CH:24]=[CH:25][C:26]([F:28])=[CH:27][C:22]=1[C:21]1[C:15]2[O:14][CH:13]([CH2:12][NH:32][CH3:31])[CH2:17][C:16]=2[CH:18]=[C:19]([F:30])[CH:20]=1, predict the reactants needed to synthesize it. The reactants are: CC1C=CC(S(O[CH2:12][CH:13]2[CH2:17][C:16]3[CH:18]=[C:19]([F:30])[CH:20]=[C:21]([C:22]4[CH:27]=[C:26]([F:28])[CH:25]=[CH:24][C:23]=4[F:29])[C:15]=3[O:14]2)(=O)=O)=CC=1.[CH3:31][NH2:32]. (3) The reactants are: C(N(CC)CC)C.[CH3:8][S:9](Cl)(=[O:11])=[O:10].[CH3:13][CH:14]([CH3:25])[CH2:15][CH:16]([OH:24])[CH2:17][CH2:18][C:19]1[S:20][CH:21]=[CH:22][CH:23]=1. Given the product [CH3:8][S:9]([O:24][CH:16]([CH2:15][CH:14]([CH3:25])[CH3:13])[CH2:17][CH2:18][C:19]1[S:20][CH:21]=[CH:22][CH:23]=1)(=[O:11])=[O:10], predict the reactants needed to synthesize it. (4) Given the product [CH3:1][C:2]1[C:6]([CH2:7][O:8][C:9]2[CH:10]=[CH:11][C:12]([CH2:15][C:16]([NH:28][C:26]([C:20]3[CH:25]=[CH:24][CH:23]=[CH:22][CH:21]=3)([C:29]3[CH:34]=[CH:33][C:32]([CH3:35])=[CH:31][CH:30]=3)[CH3:27])=[O:18])=[CH:13][CH:14]=2)=[C:5]([CH3:19])[O:4][N:3]=1, predict the reactants needed to synthesize it. The reactants are: [CH3:1][C:2]1[C:6]([CH2:7][O:8][C:9]2[CH:14]=[CH:13][C:12]([CH2:15][C:16]([OH:18])=O)=[CH:11][CH:10]=2)=[C:5]([CH3:19])[O:4][N:3]=1.[C:20]1([C:26]([C:29]2[CH:34]=[CH:33][C:32]([CH3:35])=[CH:31][CH:30]=2)([NH2:28])[CH3:27])[CH:25]=[CH:24][CH:23]=[CH:22][CH:21]=1.CN(C(ON1N=NC2C=CC=NC1=2)=[N+](C)C)C.F[P-](F)(F)(F)(F)F.CN1CCOCC1. (5) Given the product [CH3:19][CH:18]([CH3:20])[C@H:14]([NH:13][C:11]1[C:10]2[C:5](=[CH:6][CH:7]=[CH:8][CH:9]=2)[N:4]=[C:3]([CH2:2][N:31]2[CH2:30][CH2:29][N:28]([C:21]3[CH:22]=[CH:27][CH:26]=[CH:25][CH:24]=3)[CH2:33][CH2:32]2)[N:12]=1)[C:15]([NH2:17])=[O:16], predict the reactants needed to synthesize it. The reactants are: Cl[CH2:2][C:3]1[N:12]=[C:11]([NH:13][C@@H:14]([CH:18]([CH3:20])[CH3:19])[C:15]([NH2:17])=[O:16])[C:10]2[C:5](=[CH:6][CH:7]=[CH:8][CH:9]=2)[N:4]=1.[CH2:21]([N:28]1[CH2:33][CH2:32][NH:31][CH2:30][CH2:29]1)[C:22]1[CH:27]=[CH:26][CH:25]=[CH:24]C=1.C(=O)([O-])[O-].[K+].[K+].